Dataset: TCR-epitope binding with 47,182 pairs between 192 epitopes and 23,139 TCRs. Task: Binary Classification. Given a T-cell receptor sequence (or CDR3 region) and an epitope sequence, predict whether binding occurs between them. (1) The epitope is NEGVKAAW. The TCR CDR3 sequence is CASTTVGNNSPLHF. Result: 0 (the TCR does not bind to the epitope). (2) The epitope is QYDPVAALF. The TCR CDR3 sequence is CASSLASWGNEKLFF. Result: 0 (the TCR does not bind to the epitope).